This data is from Reaction yield outcomes from USPTO patents with 853,638 reactions. The task is: Predict the reaction yield, written as a fraction of the theoretical maximum amount of product (1.0 means a 100% yield; for example, 0.34 means a 34% yield). (1) The reactants are C(OC(N1CCC(OC2C=C(C(C)(C)C)C=CC=2C(N[C:20]2[CH:35]=[CH:34][CH:33]=[CH:32][C:21]=2[C:22]([NH:24][C:25]2[CH:30]=[CH:29][C:28]([Cl:31])=[CH:27][N:26]=2)=[O:23])=O)CC1)=O)(C)(C)C. The catalyst is Cl.O1CCOCC1. The product is [Cl:31][C:28]1[CH:29]=[CH:30][C:25]([NH:24][C:22](=[O:23])[C:21]2[CH:32]=[CH:33][CH:34]=[CH:35][CH:20]=2)=[N:26][CH:27]=1. The yield is 1.00. (2) The yield is 0.430. The catalyst is C(OCC)(=O)C. The product is [F:11][C:12]1[CH:17]=[C:16]([N+:18]([O-:20])=[O:19])[CH:15]=[CH:14][C:13]=1[O:21][C:2]1[CH:7]=[CH:6][N:5]=[C:4]2[NH:8][CH:9]=[CH:10][C:3]=12. The reactants are Cl[C:2]1[CH:7]=[CH:6][N:5]=[C:4]2[NH:8][CH:9]=[CH:10][C:3]=12.[F:11][C:12]1[CH:17]=[C:16]([N+:18]([O-:20])=[O:19])[CH:15]=[CH:14][C:13]=1[OH:21].C(N(CC)C(C)C)(C)C. (3) The reactants are [N:1]1[CH:6]=[CH:5][N:4]=[CH:3][C:2]=1[NH2:7].Br[C:9]1[C:10](=[O:17])[N:11]([CH3:16])[CH:12]=[C:13]([Br:15])[CH:14]=1.CC1(C)C2C(=C(P(C3C=CC=CC=3)C3C=CC=CC=3)C=CC=2)OC2C(P(C3C=CC=CC=3)C3C=CC=CC=3)=CC=CC1=2.C(=O)([O-])[O-].[Cs+].[Cs+]. The catalyst is C1C=CC(/C=C/C(/C=C/C2C=CC=CC=2)=O)=CC=1.C1C=CC(/C=C/C(/C=C/C2C=CC=CC=2)=O)=CC=1.C1C=CC(/C=C/C(/C=C/C2C=CC=CC=2)=O)=CC=1.[Pd].[Pd].O1CCOCC1. The product is [Br:15][C:13]1[CH:14]=[C:9]([NH:7][C:2]2[CH:3]=[N:4][CH:5]=[CH:6][N:1]=2)[C:10](=[O:17])[N:11]([CH3:16])[CH:12]=1. The yield is 0.470. (4) The reactants are Br[C:2]1[S:3][C:4]2[CH:10]=[C:9]([C:11]([O:13][CH2:14][CH3:15])=[O:12])[CH:8]=[CH:7][C:5]=2[N:6]=1.[CH3:16][S-:17].[Na+]. The catalyst is C1COCC1. The product is [CH3:16][S:17][C:2]1[S:3][C:4]2[CH:10]=[C:9]([C:11]([O:13][CH2:14][CH3:15])=[O:12])[CH:8]=[CH:7][C:5]=2[N:6]=1. The yield is 0.830. (5) The reactants are CC(C[AlH]CC(C)C)C.[C:10]1([CH3:29])[CH:15]=[CH:14][C:13]([S:16]([N:19]2[CH:27]3[CH:22]([CH2:23][CH2:24][CH2:25][CH2:26]3)[CH2:21][C:20]2=[O:28])(=[O:18])=[O:17])=[CH:12][CH:11]=1.CO.O. The catalyst is ClCCl. The product is [C:10]1([CH3:29])[CH:11]=[CH:12][C:13]([S:16]([N:19]2[CH:27]3[CH:22]([CH2:23][CH2:24][CH2:25][CH2:26]3)[CH2:21][CH:20]2[OH:28])(=[O:18])=[O:17])=[CH:14][CH:15]=1. The yield is 0.930.